Task: Predict which catalyst facilitates the given reaction.. Dataset: Catalyst prediction with 721,799 reactions and 888 catalyst types from USPTO (1) Reactant: [NH2:1][C:2]1[CH:7]=[CH:6][C:5]([NH:8][C:9]2[N:14]=[CH:13][C:12]([CH2:15][C:16]([NH2:18])=[O:17])=[C:11]([NH:19][CH2:20][C:21]3[CH:26]=[C:25]([F:27])[CH:24]=[C:23]([F:28])[CH:22]=3)[CH:10]=2)=[CH:4][CH:3]=1.Br[CH2:30][CH2:31][O:32][CH3:33].O.CO. Product: [F:27][C:25]1[CH:26]=[C:21]([CH:22]=[C:23]([F:28])[CH:24]=1)[CH2:20][NH:19][C:11]1[CH:10]=[C:9]([NH:8][C:5]2[CH:4]=[CH:3][C:2]([NH:1][CH2:30][CH2:31][O:32][CH3:33])=[CH:7][CH:6]=2)[N:14]=[CH:13][C:12]=1[CH2:15][C:16]([NH2:18])=[O:17]. The catalyst class is: 9. (2) Product: [CH3:9][C:6]1[CH:5]=[C:4]([NH:3][C:10]2[O:49][C:28]([C:29]([NH:31][C:32]3[CH:37]=[CH:36][C:35]([C@H:38]4[CH2:43][CH2:42][C@H:41]([CH2:44][C:45]([OH:47])=[O:46])[CH2:40][CH2:39]4)=[CH:34][CH:33]=3)=[O:30])=[N:26][N:27]=2)[O:8][N:7]=1. The catalyst class is: 118. Reactant: [H-].[Na+].[NH2:3][C:4]1[O:8][N:7]=[C:6]([CH3:9])[CH:5]=1.[CH:10]1C=C(OC(OC2N=CC=CC=2)=S)N=CC=1.[NH:26]([C:28](=[O:49])[C:29]([NH:31][C:32]1[CH:37]=[CH:36][C:35]([C@H:38]2[CH2:43][CH2:42][C@H:41]([CH2:44][C:45]([O:47]C)=[O:46])[CH2:40][CH2:39]2)=[CH:34][CH:33]=1)=[O:30])[NH2:27].CCN=C=NCCCN(C)C. (3) Reactant: [Br:1][C:2]1[CH:7]=[CH:6][CH:5]=[C:4]([CH:8]([CH:10]2[CH2:12][CH2:11]2)[CH3:9])[C:3]=1[OH:13].C(=O)([O-])[O-].[K+].[K+].[CH2:20](Br)[CH:21]=[CH2:22]. Product: [CH2:22]([O:13][C:3]1[C:4]([CH:8]([CH:10]2[CH2:11][CH2:12]2)[CH3:9])=[CH:5][CH:6]=[CH:7][C:2]=1[Br:1])[CH:21]=[CH2:20]. The catalyst class is: 10.